Task: Predict the reactants needed to synthesize the given product.. Dataset: Full USPTO retrosynthesis dataset with 1.9M reactions from patents (1976-2016) (1) Given the product [CH3:1][O:2][CH2:3][C:4]1[CH:14]=[C:13]([N+:15]([O-:17])=[O:16])[CH:12]=[CH:11][C:5]=1[NH2:25], predict the reactants needed to synthesize it. The reactants are: [CH3:1][O:2][CH2:3][C:4]1[CH:14]=[C:13]([N+:15]([O-:17])=[O:16])[CH:12]=[CH:11][C:5]=1OCC(N)=O.C(=O)([O-])[O-].[K+].[K+].C[N:25]1CCCC1=O. (2) Given the product [Cl:24][C:21]1[N:22]=[CH:29][N:5]([C:4]2[CH:6]=[CH:7][CH:8]=[C:2]([F:1])[CH:3]=2)[C:12]=1[C:11]1[C:10]([F:9])=[CH:17][C:16]([O:18][CH3:19])=[CH:15][C:14]=1[F:20], predict the reactants needed to synthesize it. The reactants are: [F:1][C:2]1[CH:3]=[C:4]([CH:6]=[CH:7][CH:8]=1)[NH2:5].[F:9][C:10]1[CH:17]=[C:16]([O:18][CH3:19])[CH:15]=[C:14]([F:20])[C:11]=1[CH:12]=O.[C-:21]#[N:22].[K+].[Cl-:24].[In+3].[Cl-].[Cl-].O1CCC[CH2:29]1. (3) Given the product [CH3:12][O:13][C:14]1[CH:21]=[C:20]([O:22][CH3:23])[CH:19]=[CH:18][C:15]=1[CH2:16][NH:17][S:8]([CH2:7][C:1]1[CH:6]=[CH:5][CH:4]=[CH:3][CH:2]=1)(=[O:10])=[O:9], predict the reactants needed to synthesize it. The reactants are: [C:1]1([CH2:7][S:8](Cl)(=[O:10])=[O:9])[CH:6]=[CH:5][CH:4]=[CH:3][CH:2]=1.[CH3:12][O:13][C:14]1[CH:21]=[C:20]([O:22][CH3:23])[CH:19]=[CH:18][C:15]=1[CH2:16][NH2:17]. (4) Given the product [CH3:1][S:2]([O-:5])(=[O:4])=[O:3].[CH:6]([N+:8]1[CH:12]=[CH:11][NH:10][CH:9]=1)=[CH2:7], predict the reactants needed to synthesize it. The reactants are: [CH3:1][S:2]([OH:5])(=[O:4])=[O:3].[CH:6]([N:8]1[CH:12]=[CH:11][N:10]=[CH:9]1)=[CH2:7].C(=O)=O. (5) Given the product [B-:47]1([F:49])([F:48])[N+:14]2=[CH:15][CH:16]=[CH:17][C:13]2=[CH:12][C:35]2[N:36]1[CH:32]=[CH:31][CH:30]=2, predict the reactants needed to synthesize it. The reactants are: CC1C(I)=CC(C=O)=CC=1I.[CH3:12][C:13]1[NH:14][CH:15]=[C:16](C)[CH:17]=1.FC(F)(F)C(O)=O.Cl[C:32]1[C:31](=O)[C:30]([C:35]#[N:36])=[C:30]([C:35]#[N:36])[C:31](=O)[C:32]=1Cl.CCN(CC)CC.[B:47](F)([F:49])[F:48].CCOCC. (6) Given the product [F:21][C:22]([F:30])([F:31])[CH:23]1[C:24]([C:25]([O:27][CH2:28][CH3:29])=[O:26])=[CH:1][C:2]2[CH:8]=[CH:7][CH:6]=[CH:5][C:3]=2[O:4]1, predict the reactants needed to synthesize it. The reactants are: [CH:1](=O)[C:2]1[C:3](=[CH:5][CH:6]=[CH:7][CH:8]=1)[OH:4].CN(C=O)C.C([O-])([O-])=O.[K+].[K+].[F:21][C:22]([F:31])([F:30])/[CH:23]=[CH:24]/[C:25]([O:27][CH2:28][CH3:29])=[O:26]. (7) Given the product [CH3:8][O:7][C:6]1[CH:5]=[C:4](/[CH:3]=[CH:2]/[C:1]([NH:28][CH2:27][CH2:26][C:25]2[CH:29]=[CH:30][C:31]([OH:32])=[C:23]([OH:22])[CH:24]=2)=[O:14])[CH:12]=[CH:11][C:9]=1[OH:10], predict the reactants needed to synthesize it. The reactants are: [C:1]([OH:14])(=O)/[CH:2]=[CH:3]/[C:4]1[CH:12]=[CH:11][C:9]([OH:10])=[C:6]([O:7][CH3:8])[CH:5]=1.C(N(CC)CC)C.[OH:22][C:23]1[CH:24]=[C:25]([CH:29]=[CH:30][C:31]=1[OH:32])[CH2:26][CH2:27][NH2:28]. (8) Given the product [CH3:42][O:41][C:37]1[CH:36]=[C:35]([NH:34][CH:27]([C:28]2[CH:33]=[CH:32][CH:31]=[CH:30][CH:29]=2)[C:8]([C:10]2[C:18]3[C:13](=[CH:14][CH:15]=[C:16]([CH3:19])[CH:17]=3)[NH:12][CH:11]=2)=[O:9])[CH:40]=[CH:39][CH:38]=1, predict the reactants needed to synthesize it. The reactants are: C(N(CC)CC)C.[CH:8]([C:10]1[C:18]2[C:13](=[CH:14][CH:15]=[C:16]([CH3:19])[CH:17]=2)[N:12](C(OC(C)(C)C)=O)[CH:11]=1)=[O:9].[CH:27](=[N:34][C:35]1[CH:40]=[CH:39][CH:38]=[C:37]([O:41][CH3:42])[CH:36]=1)[C:28]1[CH:33]=[CH:32][CH:31]=[CH:30][CH:29]=1. (9) Given the product [F:21][C:19]1[CH:20]=[C:15]([C@@H:11]2[CH2:12][O:13][CH2:14][C@@H:9]3[CH:8]=[CH:7][CH2:25][C:24](=[O:28])[N:10]23)[CH:16]=[C:17]([F:23])[C:18]=1[F:22], predict the reactants needed to synthesize it. The reactants are: ClCCl.COC(=O)/[CH:7]=[CH:8]/[C@H:9]1[CH2:14][O:13][CH2:12][C@@H:11]([C:15]2[CH:20]=[C:19]([F:21])[C:18]([F:22])=[C:17]([F:23])[CH:16]=2)[N:10]1[C:24](=[O:28])[CH2:25]C=C.